Dataset: Full USPTO retrosynthesis dataset with 1.9M reactions from patents (1976-2016). Task: Predict the reactants needed to synthesize the given product. (1) The reactants are: [OH-].[K+].[F:3][C:4]1[CH:5]=[CH:6][C:7]2[N:8]([N:10]=[C:11]([C:24]3[CH:29]=[CH:28][CH:27]=[CH:26][CH:25]=3)[C:12]=2[CH2:13][C:14]2[N:19]=[C:18]([C:20]([O:22]C)=[O:21])[CH:17]=[CH:16][CH:15]=2)[CH:9]=1.Cl. Given the product [F:3][C:4]1[CH:5]=[CH:6][C:7]2[N:8]([N:10]=[C:11]([C:24]3[CH:25]=[CH:26][CH:27]=[CH:28][CH:29]=3)[C:12]=2[CH2:13][C:14]2[N:19]=[C:18]([C:20]([OH:22])=[O:21])[CH:17]=[CH:16][CH:15]=2)[CH:9]=1, predict the reactants needed to synthesize it. (2) Given the product [C:13]12([C:23]3[C:26]4[C:27]([Cl:34])=[CH:28][C:29]([OH:33])=[CH:30][C:31]=4[O:25][N:24]=3)[CH2:14][CH:15]3[CH2:16][CH:17]([CH2:18][CH:19]([CH2:21]3)[CH2:20]1)[CH2:22]2, predict the reactants needed to synthesize it. The reactants are: CCOC(/N=N/C(OCC)=O)=O.[C:13]12([C:23]([C:26]3[C:31](O)=[CH:30][C:29]([OH:33])=[CH:28][C:27]=3[Cl:34])=[N:24][OH:25])[CH2:22][CH:17]3[CH2:18][CH:19]([CH2:21][CH:15]([CH2:16]3)[CH2:14]1)[CH2:20]2.C1(P(C2C=CC=CC=2)C2C=CC=CC=2)C=CC=CC=1.O. (3) Given the product [CH2:1]([S:3]([N:6]1[CH2:7][CH2:8][CH:9]([C:12]2[C:20]3[C:15](=[C:16]([C:28]([NH2:30])=[O:29])[CH:17]=[C:18]([C:21]4[S:22][C:23]([CH:26]=[O:27])=[CH:24][CH:25]=4)[CH:19]=3)[NH:14][CH:13]=2)[CH2:10][CH2:11]1)(=[O:4])=[O:5])[CH3:2], predict the reactants needed to synthesize it. The reactants are: [CH2:1]([S:3]([N:6]1[CH2:11][CH2:10][CH:9]([C:12]2[C:20]3[C:15](=[C:16]([C:28]([NH2:30])=[O:29])[CH:17]=[C:18]([C:21]4[S:22][C:23]([CH2:26][OH:27])=[CH:24][CH:25]=4)[CH:19]=3)[NH:14][CH:13]=2)[CH2:8][CH2:7]1)(=[O:5])=[O:4])[CH3:2].